Dataset: Catalyst prediction with 721,799 reactions and 888 catalyst types from USPTO. Task: Predict which catalyst facilitates the given reaction. (1) Reactant: CC(C)([O-])C.[K+].[OH:7][CH:8]1[CH2:13][CH2:12][N:11]([C:14]([O:16][C:17]([CH3:20])([CH3:19])[CH3:18])=[O:15])[CH2:10][CH2:9]1.F[C:22]1[CH:23]=[CH:24][C:25]([N+:28]([O-:30])=[O:29])=[N:26][CH:27]=1.O. Product: [C:17]([O:16][C:14]([N:11]1[CH2:10][CH2:9][CH:8]([O:7][C:22]2[CH:27]=[N:26][C:25]([N+:28]([O-:30])=[O:29])=[CH:24][CH:23]=2)[CH2:13][CH2:12]1)=[O:15])([CH3:20])([CH3:19])[CH3:18]. The catalyst class is: 44. (2) Reactant: [Cl:1][C:2]1[C:7]([O:8][CH3:9])=[CH:6][C:5]([O:10][CH3:11])=[C:4]([Cl:12])[C:3]=1[C:13]1[N:18]=[CH:17][C:16]2[CH:19]=[N:20][N:21](C3CCCCO3)[C:15]=2[CH:14]=1.Cl.C(Cl)(=O)C. Product: [Cl:12][C:4]1[C:5]([O:10][CH3:11])=[CH:6][C:7]([O:8][CH3:9])=[C:2]([Cl:1])[C:3]=1[C:13]1[N:18]=[CH:17][C:16]2[CH:19]=[N:20][NH:21][C:15]=2[CH:14]=1. The catalyst class is: 5. (3) Reactant: [Cl:1][C:2]1[CH:7]=[CH:6][C:5]([N:8]2[C@@H:12]([C:13]3[CH:18]=[CH:17][CH:16]=[C:15]([O:19]C)[CH:14]=3)[C@H:11]([CH2:21][N:22]3[N:26]=[N:25][C:24]([C:27]4[CH:28]=[N:29][CH:30]=[CH:31][CH:32]=4)=[N:23]3)[O:10][C:9]2=[O:33])=[CH:4][CH:3]=1.B(Br)(Br)Br. Product: [Cl:1][C:2]1[CH:7]=[CH:6][C:5]([N:8]2[C@@H:12]([C:13]3[CH:18]=[CH:17][CH:16]=[C:15]([OH:19])[CH:14]=3)[C@H:11]([CH2:21][N:22]3[N:26]=[N:25][C:24]([C:27]4[CH:28]=[N:29][CH:30]=[CH:31][CH:32]=4)=[N:23]3)[O:10][C:9]2=[O:33])=[CH:4][CH:3]=1. The catalyst class is: 2.